Task: Predict the reactants needed to synthesize the given product.. Dataset: Full USPTO retrosynthesis dataset with 1.9M reactions from patents (1976-2016) Given the product [F:17][CH:18]([F:29])[O:19][C:20]1[CH:28]=[CH:27][C:23]([C:24]2[O:14][C:13]([C:3]3[C:4]([C:7]4[CH:12]=[CH:11][CH:10]=[CH:9][CH:8]=4)=[N:5][O:6][C:2]=3[CH3:1])=[N:15][N:16]=2)=[CH:22][CH:21]=1, predict the reactants needed to synthesize it. The reactants are: [CH3:1][C:2]1[O:6][N:5]=[C:4]([C:7]2[CH:12]=[CH:11][CH:10]=[CH:9][CH:8]=2)[C:3]=1[C:13]([NH:15][NH2:16])=[O:14].[F:17][CH:18]([F:29])[O:19][C:20]1[CH:28]=[CH:27][C:23]([C:24](O)=O)=[CH:22][CH:21]=1.